This data is from Full USPTO retrosynthesis dataset with 1.9M reactions from patents (1976-2016). The task is: Predict the reactants needed to synthesize the given product. (1) Given the product [CH3:11][N:8]1[C:9]2[C:5](=[CH:4][CH:3]=[C:2]([C:20]3[CH:25]=[CH:24][CH:23]=[CH:22][N:21]=3)[CH:10]=2)[C:6]([CH3:14])([CH3:13])[C:7]1=[O:12], predict the reactants needed to synthesize it. The reactants are: Br[C:2]1[CH:10]=[C:9]2[C:5]([C:6]([CH3:14])([CH3:13])[C:7](=[O:12])[N:8]2[CH3:11])=[CH:4][CH:3]=1.C([Sn](CCCC)(CCCC)[C:20]1[CH:25]=[CH:24][CH:23]=[CH:22][N:21]=1)CCC. (2) Given the product [C:11]([C:10]1[CH:13]=[C:14]([C:17]2[N:22]=[C:21]([NH:23][C:24]3[CH:29]=[CH:28][C:27]([N:30]4[CH2:31][CH2:32][N:33]([CH:36]5[CH2:39][O:38][CH2:37]5)[CH2:34][CH2:35]4)=[CH:26][CH:25]=3)[N:20]=[CH:19][N:18]=2)[CH:15]=[CH:16][C:9]=1[O:8][C@H:7]1[CH2:6][CH2:5][N:4]([C:50]([O:52][CH3:53])=[O:51])[CH2:3][C@H:2]1[F:1])#[N:12], predict the reactants needed to synthesize it. The reactants are: [F:1][C@H:2]1[C@@H:7]([O:8][C:9]2[CH:16]=[CH:15][C:14]([C:17]3[N:22]=[C:21]([NH:23][C:24]4[CH:29]=[CH:28][C:27]([N:30]5[CH2:35][CH2:34][N:33]([CH:36]6[CH2:39][O:38][CH2:37]6)[CH2:32][CH2:31]5)=[CH:26][CH:25]=4)[N:20]=[CH:19][N:18]=3)=[CH:13][C:10]=2[C:11]#[N:12])[CH2:6][CH2:5][NH:4][CH2:3]1.C(N(CC)C(C)C)(C)C.Cl[C:50]([O:52][CH3:53])=[O:51]. (3) Given the product [OH:1][C:2]1([C:29]2[S:33][C:32]([OH:38])=[N:31][CH:30]=2)[CH2:7][CH2:6][CH:5]([N:8]2[CH2:9][CH:10]([NH:12][C:13]([CH2:15][NH:16][C:17](=[O:28])[C:18]3[CH:23]=[CH:22][CH:21]=[C:20]([C:24]([F:25])([F:26])[F:27])[CH:19]=3)=[O:14])[CH2:11]2)[CH2:4][CH2:3]1, predict the reactants needed to synthesize it. The reactants are: [OH:1][C:2]1([C:29]2[S:33][C:32](S(C)(=O)=O)=[N:31][CH:30]=2)[CH2:7][CH2:6][CH:5]([N:8]2[CH2:11][CH:10]([NH:12][C:13]([CH2:15][NH:16][C:17](=[O:28])[C:18]3[CH:23]=[CH:22][CH:21]=[C:20]([C:24]([F:27])([F:26])[F:25])[CH:19]=3)=[O:14])[CH2:9]2)[CH2:4][CH2:3]1.[OH:38][Li].O. (4) The reactants are: [CH2:1]([NH:4]C(=O)OC(C)(C)C)[C:2]#[CH:3].[N:12]([CH2:15][C:16]1[CH:21]=[CH:20][CH:19]=[CH:18][CH:17]=1)=[N+:13]=[N-:14].O=C1O[C@H]([C@H](CO)O)C([O-])=C1O.[Na+].Cl.[Na+].[Cl-]. Given the product [CH2:15]([N:12]1[CH:3]=[C:2]([CH2:1][NH2:4])[N:14]=[N:13]1)[C:16]1[CH:21]=[CH:20][CH:19]=[CH:18][CH:17]=1, predict the reactants needed to synthesize it. (5) Given the product [Cl:21][C:18]1[CH:19]=[CH:20][C:15]([CH2:14][NH:13][C:11]([C:8]2[C:9](=[O:10])[C:4]3[CH:3]=[C:2]([C:33]#[C:32][CH2:31][CH:30]([OH:34])[C:26]4[CH:25]=[N:24][CH:29]=[CH:28][CH:27]=4)[O:23][C:5]=3[N:6]([CH3:22])[CH:7]=2)=[O:12])=[CH:16][CH:17]=1, predict the reactants needed to synthesize it. The reactants are: Br[C:2]1[O:23][C:5]2[N:6]([CH3:22])[CH:7]=[C:8]([C:11]([NH:13][CH2:14][C:15]3[CH:20]=[CH:19][C:18]([Cl:21])=[CH:17][CH:16]=3)=[O:12])[C:9](=[O:10])[C:4]=2[CH:3]=1.[N:24]1[CH:29]=[CH:28][CH:27]=[C:26]([CH:30]([OH:34])[CH2:31][C:32]#[CH:33])[CH:25]=1. (6) Given the product [C:1]([Si:5]([C:56]1[CH:57]=[CH:58][CH:59]=[CH:60][CH:61]=1)([C:62]1[CH:67]=[CH:66][CH:65]=[CH:64][CH:63]=1)[O:6][CH:7]1[C:11]([C:25]([C:32]2[CH:37]=[CH:36][CH:35]=[CH:34][CH:33]=2)([C:38]2[CH:43]=[CH:42][CH:41]=[CH:40][CH:39]=2)[O:26][SiH2:27][C:28]([CH3:31])([CH3:30])[CH3:29])([CH2:12][O:14][N:15]=[CH2:16])[O:10][CH:9]([N:44]2[CH:49]=[CH:48][C:47](=[O:50])[NH:46][C:45]2=[O:51])[CH:8]1[OH:52])([CH3:2])([CH3:3])[CH3:4], predict the reactants needed to synthesize it. The reactants are: [C:1]([Si:5]([C:62]1[CH:67]=[CH:66][CH:65]=[CH:64][CH:63]=1)([C:56]1[CH:61]=[CH:60][CH:59]=[CH:58][CH:57]=1)[O:6][CH:7]1[C:11]([C:25]([C:38]2[CH:43]=[CH:42][CH:41]=[CH:40][CH:39]=2)([C:32]2[CH:37]=[CH:36][CH:35]=[CH:34][CH:33]=2)[O:26][SiH2:27][C:28]([CH3:31])([CH3:30])[CH3:29])([C:12]([O:14][N:15]2C(=O)C3C(=CC=CC=3)[CH2:16]2)=O)[O:10][CH:9]([N:44]2[CH:49]=[CH:48][C:47](=[O:50])[NH:46][C:45]2=[O:51])[CH:8]1[O:52]C(=O)C)([CH3:4])([CH3:3])[CH3:2].CNN.CO.C=O.